This data is from Peptide-MHC class II binding affinity with 134,281 pairs from IEDB. The task is: Regression. Given a peptide amino acid sequence and an MHC pseudo amino acid sequence, predict their binding affinity value. This is MHC class II binding data. (1) The peptide sequence is LNYMSPHHKKLAQAV. The MHC is DRB1_0301 with pseudo-sequence DRB1_0301. The binding affinity (normalized) is 0.409. (2) The peptide sequence is TFDGRGAQVYIGNGG. The MHC is DRB3_0202 with pseudo-sequence DRB3_0202. The binding affinity (normalized) is 0.366. (3) The peptide sequence is EAMEKELREAFRLYD. The MHC is DRB4_0101 with pseudo-sequence DRB4_0103. The binding affinity (normalized) is 0.231. (4) The peptide sequence is RVWIEDNPNMIDKTP. The MHC is DRB1_0301 with pseudo-sequence DRB1_0301. The binding affinity (normalized) is 0.490. (5) The MHC is DRB1_0701 with pseudo-sequence DRB1_0701. The binding affinity (normalized) is 0.546. The peptide sequence is LKLREVYTQLCDHRL. (6) The peptide sequence is SKGDSARVTVKDVTF. The MHC is HLA-DQA10501-DQB10301 with pseudo-sequence HLA-DQA10501-DQB10301. The binding affinity (normalized) is 0.484. (7) The peptide sequence is EKKYFAATQFEPDAA. The MHC is DRB1_0101 with pseudo-sequence DRB1_0101. The binding affinity (normalized) is 0.325. (8) The peptide sequence is RERLVLTLGAAMVEI. The MHC is DRB1_1101 with pseudo-sequence DRB1_1101. The binding affinity (normalized) is 0.605. (9) The peptide sequence is HFFLFLLYILFLVKM. The MHC is DRB1_0802 with pseudo-sequence DRB1_0802. The binding affinity (normalized) is 0.0864. (10) The peptide sequence is GELQIVIKIDAAFKI. The MHC is DRB4_0101 with pseudo-sequence DRB4_0103. The binding affinity (normalized) is 0.594.